Predict the product of the given reaction. From a dataset of Forward reaction prediction with 1.9M reactions from USPTO patents (1976-2016). (1) Given the reactants [CH3:1][C:2]1[CH:3]=[CH:4][C:5]([C:8]2[CH:9]=[C:10]([CH:15]=[C:16]([C:18]3[N:22]([CH2:23][Si](C)(C)C)[N:21]=[N:20][CH:19]=3)[CH:17]=2)[C:11]([O:13][CH3:14])=[O:12])=[N:6][CH:7]=1.[F-].C([N+](CCCC)(CCCC)CCCC)CCC.ClCCl.[Cl-].[NH4+], predict the reaction product. The product is: [CH3:1][C:2]1[CH:3]=[CH:4][C:5]([C:8]2[CH:9]=[C:10]([CH:15]=[C:16]([C:18]3[N:22]([CH3:23])[N:21]=[N:20][CH:19]=3)[CH:17]=2)[C:11]([O:13][CH3:14])=[O:12])=[N:6][CH:7]=1. (2) Given the reactants I[CH:2]([CH3:4])[CH3:3].C([O-])([O-])=O.[K+].[K+].[F:11][C:12]1[CH:13]=[C:14]2[C:18](=[CH:19][CH:20]=1)[NH:17][C:16]([CH3:21])=[C:15]2[C:22]1[C:27]2[CH:28]=[CH:29][CH:30]=[CH:31][C:26]=2[S:25](=[O:33])(=[O:32])[NH:24][N:23]=1.Br[CH2:35][C:36]([O:38][C:39]([CH3:42])([CH3:41])[CH3:40])=[O:37], predict the reaction product. The product is: [C:39]([O:38][C:36](=[O:37])[CH2:35][N:17]1[C:18]2[C:14](=[CH:13][C:12]([F:11])=[CH:20][CH:19]=2)[C:15]([C:22]2[C:27]3[CH:28]=[CH:29][CH:30]=[CH:31][C:26]=3[S:25](=[O:32])(=[O:33])[N:24]([CH:2]([CH3:4])[CH3:3])[N:23]=2)=[C:16]1[CH3:21])([CH3:42])([CH3:41])[CH3:40]. (3) The product is: [C:1]([O:5][C:6](=[O:14])[NH:7][C@@H:8]1[CH2:12][O:11][N:10]([CH2:24][CH2:25][OH:26])[C:9]1=[O:13])([CH3:4])([CH3:2])[CH3:3]. Given the reactants [C:1]([O:5][C:6](=[O:14])[NH:7][CH:8]1[CH2:12][O:11][NH:10][C:9]1=[O:13])([CH3:4])([CH3:3])[CH3:2].C(=O)([O-])[O-].[K+].[K+].[I-].[K+].Br[CH2:24][CH2:25][OH:26], predict the reaction product. (4) Given the reactants [CH3:1][C:2]1[CH:13]=[C:12]([C:14]#[C:15][Si](C)(C)C)[CH:11]=[CH:10][C:3]=1[CH2:4][N:5]1[CH:9]=[CH:8][N:7]=[CH:6]1.C(=O)([O-])[O-].[K+].[K+], predict the reaction product. The product is: [C:14]([C:12]1[CH:11]=[CH:10][C:3]([CH2:4][N:5]2[CH:9]=[CH:8][N:7]=[CH:6]2)=[C:2]([CH3:1])[CH:13]=1)#[CH:15]. (5) Given the reactants [CH3:1][C:2]1[CH:15]=[CH:14][CH:13]=[C:12]2[C:3]=1[N:4]=[C:5]1[C:10](=[CH:11]2)[CH:9]=[CH:8][CH:7]=[C:6]1[C:16](O)=[O:17].C1N=CN(C(N2C=NC=C2)=O)C=1.[NH2:31][CH2:32][CH2:33][CH2:34][N:35]([CH3:52])[CH2:36][CH2:37][CH2:38][NH:39][C:40]1[N:41]=[N+:42]([O-:51])[C:43]2[CH:50]=[CH:49][CH:48]=[CH:47][C:44]=2[N+:45]=1[O-:46], predict the reaction product. The product is: [O-:51][N+:42]1[C:43]2[CH:50]=[CH:49][CH:48]=[CH:47][C:44]=2[N+:45]([O-:46])=[C:40]([NH:39][CH2:38][CH2:37][CH2:36][N:35]([CH3:52])[CH2:34][CH2:33][CH2:32][NH:31][C:16]([C:6]2[C:5]3[C:10](=[CH:11][C:12]4[C:3]([N:4]=3)=[C:2]([CH3:1])[CH:15]=[CH:14][CH:13]=4)[CH:9]=[CH:8][CH:7]=2)=[O:17])[N:41]=1. (6) Given the reactants O.O.Cl[Sn]Cl.[CH2:6]([O:8][C:9]1[CH:10]=[C:11]([C:17]([C:21]2[CH:26]=[CH:25][C:24]([O:27][CH3:28])=[C:23]([N+:29]([O-])=O)[CH:22]=2)=[CH:18][C:19]#[N:20])[CH:12]=[CH:13][C:14]=1[O:15][CH3:16])[CH3:7].[OH-].[Na+], predict the reaction product. The product is: [NH2:29][C:23]1[CH:22]=[C:21]([C:17]([C:11]2[CH:12]=[CH:13][C:14]([O:15][CH3:16])=[C:9]([O:8][CH2:6][CH3:7])[CH:10]=2)=[CH:18][C:19]#[N:20])[CH:26]=[CH:25][C:24]=1[O:27][CH3:28]. (7) Given the reactants [Cl:1][C:2]1[N:3]=[C:4]([N:14]2[CH2:19][CH2:18][O:17][CH2:16][CH2:15]2)[C:5]2[S:10][C:9]([CH2:11][NH:12][CH3:13])=[CH:8][C:6]=2[N:7]=1.[Br:20][CH2:21][C:22](Cl)=[O:23], predict the reaction product. The product is: [Br:20][CH2:21][C:22]([N:12]([CH2:11][C:9]1[S:10][C:5]2[C:4]([N:14]3[CH2:15][CH2:16][O:17][CH2:18][CH2:19]3)=[N:3][C:2]([Cl:1])=[N:7][C:6]=2[CH:8]=1)[CH3:13])=[O:23].